From a dataset of Catalyst prediction with 721,799 reactions and 888 catalyst types from USPTO. Predict which catalyst facilitates the given reaction. (1) Reactant: [CH2:1]([S:3]([C:6]1[CH:25]=[CH:24][C:9]([O:10][C:11]2[CH:12]=[CH:13][C:14]([N+:21]([O-])=O)=[C:15]([CH:20]=2)[C:16]([O:18][CH3:19])=[O:17])=[CH:8][CH:7]=1)(=[O:5])=[O:4])[CH3:2].[H][H]. Product: [NH2:21][C:14]1[CH:13]=[CH:12][C:11]([O:10][C:9]2[CH:24]=[CH:25][C:6]([S:3]([CH2:1][CH3:2])(=[O:5])=[O:4])=[CH:7][CH:8]=2)=[CH:20][C:15]=1[C:16]([O:18][CH3:19])=[O:17]. The catalyst class is: 227. (2) Reactant: I[C:2]1[N:3]=[CH:4][NH:5][C:6]=1[C:7]1(O)[CH2:12][CH2:11][O:10][CH2:9][CH2:8]1. Product: [O:10]1[CH2:9][CH:8]=[C:7]([C:6]2[NH:5][CH:4]=[N:3][CH:2]=2)[CH2:12][CH2:11]1. The catalyst class is: 33. (3) Reactant: [F:1][C:2]1[C:7]([O:8][CH:9]([CH3:11])[CH3:10])=[CH:6][CH:5]=[C:4]([F:12])[C:3]=1[OH:13].[CH2:14]([O:16][C:17](=[O:21])[C:18]#[C:19][CH3:20])[CH3:15].N12CCCN=C1CCCCC2. Product: [CH2:14]([O:16][C:17](=[O:21])/[CH:18]=[C:19](/[O:13][C:3]1[C:4]([F:12])=[CH:5][CH:6]=[C:7]([O:8][CH:9]([CH3:11])[CH3:10])[C:2]=1[F:1])\[CH3:20])[CH3:15]. The catalyst class is: 7.